Task: Predict the reactants needed to synthesize the given product.. Dataset: Full USPTO retrosynthesis dataset with 1.9M reactions from patents (1976-2016) (1) Given the product [C:22]([NH:26][C:19]([C:10]1[CH:9]=[C:8]([C:5]2[CH:4]=[CH:3][C:2]([Cl:1])=[CH:7][N:6]=2)[N:12]([C:13]2[CH:18]=[CH:17][CH:16]=[CH:15][N:14]=2)[N:11]=1)=[O:21])([CH3:25])([CH3:24])[CH3:23], predict the reactants needed to synthesize it. The reactants are: [Cl:1][C:2]1[CH:3]=[CH:4][C:5]([C:8]2[N:12]([C:13]3[CH:18]=[CH:17][CH:16]=[CH:15][N:14]=3)[N:11]=[C:10]([C:19]([OH:21])=O)[CH:9]=2)=[N:6][CH:7]=1.[C:22]([NH2:26])([CH3:25])([CH3:24])[CH3:23]. (2) The reactants are: [C:1]([C:3]1[CH:4]=[C:5]([C:14]2[S:15][C:16]([C:20]([O:22]CC)=[O:21])=[C:17]([CH3:19])[N:18]=2)[CH:6]=[CH:7][C:8]=1[O:9][CH2:10][CH:11]([CH3:13])[CH3:12])#[N:2].[OH-:25].[Na+].Cl. Given the product [C:1]([C:3]1[CH:4]=[C:5]([C:14]2[S:15][C:16]([C:20]([OH:22])=[O:21])=[C:17]([CH3:19])[N:18]=2)[CH:6]=[CH:7][C:8]=1[O:9][CH2:10][CH:11]([CH3:13])[CH3:12])(=[O:25])[NH2:2], predict the reactants needed to synthesize it. (3) Given the product [CH:23]1([N:13]2[CH2:14][CH2:15][N:10]([C:7]3[CH:6]=[CH:5][C:4]([N+:1]([O-:3])=[O:2])=[CH:9][CH:8]=3)[CH2:11][CH2:12]2)[CH2:25][CH2:24]1, predict the reactants needed to synthesize it. The reactants are: [N+:1]([C:4]1[CH:9]=[CH:8][C:7]([N:10]2[CH2:15][CH2:14][NH:13][CH2:12][CH2:11]2)=[CH:6][CH:5]=1)([O-:3])=[O:2].C(O)(=O)C.C(O[C:23]1(O[Si](C)(C)C)[CH2:25][CH2:24]1)C.C([BH3-])#N.[Na+]. (4) Given the product [O:25]=[C:24]1[N:20]([C:17]2[CH:18]=[CH:19][C:14]3[O:13][CH2:12][C:11](=[O:34])[NH:10][C:15]=3[CH:16]=2)[CH2:21][C@H:22]([NH:26][C:27](=[O:33])[O:28][C:29]([CH3:31])([CH3:30])[CH3:32])[CH2:23]1, predict the reactants needed to synthesize it. The reactants are: C(OC[N:10]1[C:15]2[CH:16]=[C:17]([N:20]3[C:24](=[O:25])[CH2:23][C@@H:22]([NH:26][C:27](=[O:33])[O:28][C:29]([CH3:32])([CH3:31])[CH3:30])[CH2:21]3)[CH:18]=[CH:19][C:14]=2[O:13][CH2:12][C:11]1=[O:34])C1C=CC=CC=1.C([O-])=O.[NH4+].CO. (5) Given the product [ClH:45].[O:38]1[C:37]2[CH:42]=[CH:43][C:34]([CH2:33][NH:7][CH:8]3[CH2:13][CH2:12][N:11]([CH2:14][CH2:15][N:16]4[C:25]5[C:20](=[C:21]([C:28](=[O:31])[CH2:29][CH3:30])[CH:22]=[C:23]([O:26][CH3:27])[CH:24]=5)[CH:19]=[CH:18][C:17]4=[O:32])[CH2:10][CH2:9]3)=[CH:35][C:36]=2[O:41][CH2:40][CH2:39]1, predict the reactants needed to synthesize it. The reactants are: C(OC(=O)[N:7]([CH2:33][C:34]1[CH:43]=[CH:42][C:37]2[O:38][CH2:39][CH2:40][O:41][C:36]=2[CH:35]=1)[CH:8]1[CH2:13][CH2:12][N:11]([CH2:14][CH2:15][N:16]2[C:25]3[C:20](=[C:21]([C:28](=[O:31])[CH2:29][CH3:30])[CH:22]=[C:23]([O:26][CH3:27])[CH:24]=3)[CH:19]=[CH:18][C:17]2=[O:32])[CH2:10][CH2:9]1)(C)(C)C.[ClH:45].C(OCC)(=O)C.